Task: Predict which catalyst facilitates the given reaction.. Dataset: Catalyst prediction with 721,799 reactions and 888 catalyst types from USPTO (1) The catalyst class is: 1. Reactant: CC1(C)[O:7][CH2:6][CH:5]([N:8]2[CH2:14][CH2:13][C:12]3[CH:15]=[CH:16][C:17]([C:19]4[N:23]=[C:22]([C:24]5[CH:25]=[C:26]([C:34]#[N:35])[C:27]([NH:30][CH2:31][CH2:32][CH3:33])=[N:28][CH:29]=5)[O:21][N:20]=4)=[CH:18][C:11]=3[CH2:10][CH2:9]2)[CH2:4][O:3]1.Cl. Product: [OH:7][CH2:6][CH:5]([N:8]1[CH2:14][CH2:13][C:12]2[CH:15]=[CH:16][C:17]([C:19]3[N:23]=[C:22]([C:24]4[CH:25]=[C:26]([C:34]#[N:35])[C:27]([NH:30][CH2:31][CH2:32][CH3:33])=[N:28][CH:29]=4)[O:21][N:20]=3)=[CH:18][C:11]=2[CH2:10][CH2:9]1)[CH2:4][OH:3]. (2) Reactant: [Si:1]([O:8][CH2:9][C:10]1[CH:11]=[C:12]([CH2:17][N:18]2[C:22]([CH3:23])=[C:21]([C:24]3[CH:29]=[CH:28][C:27]([C:30]#[N:31])=[CH:26][CH:25]=3)[C:20]([C:32]#[N:33])=[C:19]2[CH:34]([OH:36])[CH3:35])[CH:13]=[N:14][C:15]=1[Cl:16])([C:4]([CH3:7])([CH3:6])[CH3:5])([CH3:3])[CH3:2]. Product: [C:34]([C:19]1[N:18]([CH2:17][C:12]2[CH:13]=[N:14][C:15]([Cl:16])=[C:10]([CH2:9][O:8][Si:1]([C:4]([CH3:7])([CH3:6])[CH3:5])([CH3:3])[CH3:2])[CH:11]=2)[C:22]([CH3:23])=[C:21]([C:24]2[CH:25]=[CH:26][C:27]([C:30]#[N:31])=[CH:28][CH:29]=2)[C:20]=1[C:32]#[N:33])(=[O:36])[CH3:35]. The catalyst class is: 327. (3) Reactant: Cl[C:2]1[C:3]2[C:4](=[CH:17][N:18](CC3C=CC(OC)=CC=3)[N:19]=2)[N:5]=[C:6]([C:8]2[N:9]=[C:10]3[CH:15]=[CH:14][CH:13]=[CH:12][N:11]3[CH:16]=2)[N:7]=1.[NH:29]1[C:37]2[C:32](=[CH:33][C:34]([NH2:38])=[CH:35][CH:36]=2)[CH:31]=[N:30]1.Cl. Product: [N:9]1[C:8]([C:6]2[N:7]=[C:2]([NH:38][C:34]3[CH:33]=[C:32]4[C:37](=[CH:36][CH:35]=3)[NH:29][N:30]=[CH:31]4)[C:3]3[NH:19][N:18]=[CH:17][C:4]=3[N:5]=2)=[CH:16][N:11]2[CH:12]=[CH:13][CH:14]=[CH:15][C:10]=12. The catalyst class is: 71. (4) Reactant: [NH2:1][C:2]1[N:7]=[CH:6][N:5]=[C:4]2[N:8]([CH:15]([C:17]3[C:18]([O:36][CH3:37])=[C:19]([CH:25]4[CH2:28][N:27]([C:29]([O:31][C:32]([CH3:35])([CH3:34])[CH3:33])=[O:30])[CH2:26]4)[C:20]([CH3:24])=[C:21]([Cl:23])[CH:22]=3)[CH3:16])[N:9]=[C:10]([CH:11]([OH:14])CO)[C:3]=12.C(O)(=O)C.I([O-])(=O)(=O)=O.[Na+]. Product: [NH2:1][C:2]1[N:7]=[CH:6][N:5]=[C:4]2[N:8]([CH:15]([C:17]3[C:18]([O:36][CH3:37])=[C:19]([CH:25]4[CH2:28][N:27]([C:29]([O:31][C:32]([CH3:34])([CH3:33])[CH3:35])=[O:30])[CH2:26]4)[C:20]([CH3:24])=[C:21]([Cl:23])[CH:22]=3)[CH3:16])[N:9]=[C:10]([CH:11]=[O:14])[C:3]=12. The catalyst class is: 30. (5) Reactant: [NH2:1][C:2]1[N:7]=[CH:6][N:5]=[C:4]2[N:8]([CH:29]3[CH2:34][CH2:33][C:32](=[O:35])[CH2:31][CH2:30]3)[N:9]=[C:10]([C:11]3[CH:16]=[CH:15][C:14]([NH:17][C:18]4[O:19][C:20]5[C:26]([CH3:27])=[CH:25][C:24]([CH3:28])=[CH:23][C:21]=5[N:22]=4)=[CH:13][CH:12]=3)[C:3]=12.[OH2:36].[C:37]1([CH3:47])C=CC(S(O)(=O)=O)=[CH:39][CH:38]=1.O. Product: [NH2:1][C:2]1[N:7]=[CH:6][N:5]=[C:4]2[N:8]([CH:29]3[CH2:34][CH2:33][C:32]4([O:36][C@H:37]([CH3:47])[C@@H:38]([CH3:39])[O:35]4)[CH2:31][CH2:30]3)[N:9]=[C:10]([C:11]3[CH:16]=[CH:15][C:14]([NH:17][C:18]4[O:19][C:20]5[C:26]([CH3:27])=[CH:25][C:24]([CH3:28])=[CH:23][C:21]=5[N:22]=4)=[CH:13][CH:12]=3)[C:3]=12. The catalyst class is: 11. (6) Reactant: [N:1]1([C:6]2[N:11]=[C:10]([NH:12][CH2:13][CH2:14][N:15]([CH3:19])[CH2:16][CH2:17][NH2:18])[CH:9]=[C:8]([N:20]3[CH2:24][CH2:23][CH2:22][CH2:21]3)[N:7]=2)[CH2:5][CH2:4][CH2:3][CH2:2]1.[CH3:25][O:26][C:27]1[CH:37]=[CH:36][C:30]([C:31]([N:33]=[C:34]=[S:35])=[O:32])=[CH:29][CH:28]=1. Product: [N:1]1([C:6]2[N:11]=[C:10]([NH:12][CH2:13][CH2:14][N:15]([CH3:19])[CH2:16][CH2:17][NH:18][C:34]([NH:33][C:31](=[O:32])[C:30]3[CH:36]=[CH:37][C:27]([O:26][CH3:25])=[CH:28][CH:29]=3)=[S:35])[CH:9]=[C:8]([N:20]3[CH2:21][CH2:22][CH2:23][CH2:24]3)[N:7]=2)[CH2:5][CH2:4][CH2:3][CH2:2]1. The catalyst class is: 4. (7) Reactant: O.ON1C2C=CC=CC=2N=N1.Cl.CN(C)CCCN=C=NCC.[Cl:24][C:25]1[CH:26]=[C:27]2[C:31](=[CH:32][CH:33]=1)[NH:30][C:29]([C:34]([NH:36][C@@H:37]1[CH2:39][C@@H:38]1[NH2:40])=[O:35])=[CH:28]2.[CH3:41][N:42]1[CH2:47][CH2:46][C:45]2[N:48]=[C:49]([C:51]([O-])=[O:52])[S:50][C:44]=2[CH2:43]1.[Li+]. Product: [ClH:24].[Cl:24][C:25]1[CH:26]=[C:27]2[C:31](=[CH:32][CH:33]=1)[NH:30][C:29]([C:34]([NH:36][C@@H:37]1[CH2:39][C@@H:38]1[NH:40][C:51]([C:49]1[S:50][C:44]3[CH2:43][N:42]([CH3:41])[CH2:47][CH2:46][C:45]=3[N:48]=1)=[O:52])=[O:35])=[CH:28]2. The catalyst class is: 9. (8) Reactant: [Li+].C[Si]([N-][Si](C)(C)C)(C)C.[O:11]=[C:12]1[NH:17][C:16]([N:18]2[CH2:23][CH2:22][CH2:21][CH2:20][CH2:19]2)=[N:15][C:14]([C:24]2[CH:29]=[CH:28][C:27]([CH3:30])=[CH:26][CH:25]=2)=[C:13]1[CH:31]([CH2:36][CH2:37][CH3:38])[C:32]([O:34][CH3:35])=[O:33].[CH3:39]I.[Cl-].[NH4+]. Product: [CH3:39][N:17]1[C:12](=[O:11])[C:13]([CH:31]([CH2:36][CH2:37][CH3:38])[C:32]([O:34][CH3:35])=[O:33])=[C:14]([C:24]2[CH:25]=[CH:26][C:27]([CH3:30])=[CH:28][CH:29]=2)[N:15]=[C:16]1[N:18]1[CH2:23][CH2:22][CH2:21][CH2:20][CH2:19]1. The catalyst class is: 3.